From a dataset of Blood-brain barrier permeability classification from the B3DB database. Regression/Classification. Given a drug SMILES string, predict its absorption, distribution, metabolism, or excretion properties. Task type varies by dataset: regression for continuous measurements (e.g., permeability, clearance, half-life) or binary classification for categorical outcomes (e.g., BBB penetration, CYP inhibition). Dataset: b3db_classification. The compound is CC1CC2C3CCC4=CC(=O)C=CC4(C)C3(F)C(O)CC2(C)C1(C)C(=O)CO. The result is 1 (penetrates BBB).